From a dataset of Forward reaction prediction with 1.9M reactions from USPTO patents (1976-2016). Predict the product of the given reaction. (1) Given the reactants Br[C:2]1[CH:11]=[C:10]2[C:5]([N:6]=[CH:7][CH:8]=[N:9]2)=[C:4]([C:12]([NH:14][CH2:15][C:16]([O:18][CH2:19][CH3:20])=[O:17])=[O:13])[C:3]=1[OH:21].[S:22]1[C:26]2[CH:27]=[CH:28][CH:29]=[CH:30][C:25]=2[C:24](B(O)O)=[CH:23]1.C(=O)([O-])[O-].[K+].[K+], predict the reaction product. The product is: [S:22]1[C:26]2[CH:27]=[CH:28][CH:29]=[CH:30][C:25]=2[C:24]([C:2]2[CH:11]=[C:10]3[C:5]([N:6]=[CH:7][CH:8]=[N:9]3)=[C:4]([C:12]([NH:14][CH2:15][C:16]([O:18][CH2:19][CH3:20])=[O:17])=[O:13])[C:3]=2[OH:21])=[CH:23]1. (2) Given the reactants [Cl:1][C:2]1[CH:3]=[C:4]([NH:9][C:10]2[N:15]=[C:14]([N:16]3[CH:20]=[CH:19][C:18]([C:21]([F:24])([F:23])[F:22])=[N:17]3)[C:13]([C:25]3[CH:26]=[N:27][CH:28]=[C:29]([CH:33]=3)[C:30](O)=[O:31])=[CH:12][N:11]=2)[CH:5]=[CH:6][C:7]=1[F:8].[CH3:34][S:35]([NH2:38])(=[O:37])=[O:36], predict the reaction product. The product is: [Cl:1][C:2]1[CH:3]=[C:4]([NH:9][C:10]2[N:15]=[C:14]([N:16]3[CH:20]=[CH:19][C:18]([C:21]([F:22])([F:24])[F:23])=[N:17]3)[C:13]([C:25]3[CH:26]=[N:27][CH:28]=[C:29]([CH:33]=3)[C:30]([NH:38][S:35]([CH3:34])(=[O:37])=[O:36])=[O:31])=[CH:12][N:11]=2)[CH:5]=[CH:6][C:7]=1[F:8]. (3) Given the reactants [ClH:1].[N+:2]([C:5]1[CH:10]=[CH:9][CH:8]=[CH:7][C:6]=1[NH:11][NH2:12])([O-:4])=[O:3].Cl.C(N=C=NCCCN(C)C)C.[C:25]([OH:30])(=O)[CH:26]([CH3:28])[OH:27], predict the reaction product. The product is: [C:25]([NH:11][NH2:12])(=[O:30])[CH:26]([CH3:28])[OH:27].[ClH:1].[N+:2]([C:5]1[CH:10]=[CH:9][CH:8]=[CH:7][C:6]=1[NH:11][NH2:12])([O-:4])=[O:3]. (4) Given the reactants [C:1]([C:3]1[CH:4]=[C:5]([C:13]2[S:17][C:16]([C:18]3[CH:26]=[CH:25][CH:24]=[C:23]4[C:19]=3[CH2:20][CH2:21][C@H:22]4[NH:27][S:28]([CH2:31][C:32](OC)=[O:33])(=[O:30])=[O:29])=[N:15][N:14]=2)[CH:6]=[CH:7][C:8]=1[O:9][CH:10]([CH3:12])[CH3:11])#[N:2].[BH4-].[Na+].CO, predict the reaction product. The product is: [C:1]([C:3]1[CH:4]=[C:5]([C:13]2[S:17][C:16]([C:18]3[CH:26]=[CH:25][CH:24]=[C:23]4[C:19]=3[CH2:20][CH2:21][C@H:22]4[NH:27][S:28]([CH2:31][CH2:32][OH:33])(=[O:29])=[O:30])=[N:15][N:14]=2)[CH:6]=[CH:7][C:8]=1[O:9][CH:10]([CH3:12])[CH3:11])#[N:2]. (5) Given the reactants [CH2:1]1[C:5]2([CH2:10][CH2:9][NH:8][CH2:7][CH2:6]2)[CH2:4][CH2:3][N:2]1[C:11]1[CH:18]=[CH:17][C:14]([C:15]#[N:16])=[CH:13][N:12]=1.[CH3:19][C:20]1[C:28]([C@@H:29]2[CH2:31][O:30]2)=[CH:27][CH:26]=[C:25]2[C:21]=1[CH2:22][O:23][C:24]2=[O:32], predict the reaction product. The product is: [OH:30][C@H:29]([C:28]1[C:20]([CH3:19])=[C:21]2[C:25](=[CH:26][CH:27]=1)[C:24](=[O:32])[O:23][CH2:22]2)[CH2:31][N:8]1[CH2:7][CH2:6][C:5]2([CH2:1][N:2]([C:11]3[CH:18]=[CH:17][C:14]([C:15]#[N:16])=[CH:13][N:12]=3)[CH2:3][CH2:4]2)[CH2:10][CH2:9]1. (6) Given the reactants [F:1][C:2]1[CH:3]=[C:4](/[CH:8]=[CH:9]/[C@@H:10]2[CH2:14][CH2:13][CH2:12][N:11]2[C:15]([O:17][C:18]([CH3:21])([CH3:20])[CH3:19])=[O:16])[CH:5]=[CH:6][CH:7]=1.C(=O)(O)[O-].[Na+].[OH:27]OS([O-])=O.[K+].[NH:33]1[C:41]2[C:36](=[CH:37][CH:38]=[CH:39][CH:40]=2)[CH2:35][CH2:34]1, predict the reaction product. The product is: [C:18]([O:17][C:15]([N:11]1[CH2:12][CH2:13][CH2:14][C@H:10]1[C@@H:9]([OH:27])[C@H:8]([C:4]1[CH:5]=[CH:6][CH:7]=[C:2]([F:1])[CH:3]=1)[N:33]1[C:41]2[C:36](=[CH:37][CH:38]=[CH:39][CH:40]=2)[CH:35]=[CH:34]1)=[O:16])([CH3:21])([CH3:20])[CH3:19]. (7) Given the reactants S([O-])([O-])=O.[Na+].[Na+].C(=O)(O)[O-].[Na+].[F:12][C:13]1[CH:18]=[C:17]([F:19])[C:16]([F:20])=[CH:15][C:14]=1[S:21](Cl)(=[O:23])=[O:22].Br[CH:26]1[CH2:30][CH2:29][O:28][C:27]1=[O:31], predict the reaction product. The product is: [F:12][C:13]1[CH:18]=[C:17]([F:19])[C:16]([F:20])=[CH:15][C:14]=1[S:21]([CH:26]1[CH2:30][CH2:29][O:28][C:27]1=[O:31])(=[O:23])=[O:22]. (8) Given the reactants [OH:1][C:2]1[CH:11]=[CH:10][C:9]2[C:4](=[CH:5][CH:6]=[CH:7][CH:8]=2)[C:3]=1[CH:12]=O.[CH3:14][C:15]1[C:23]2[C:22](NN)=[N:21][CH:20]=[N:19][C:18]=2[S:17][C:16]=1[CH3:26], predict the reaction product. The product is: [CH3:14][C:15]1[C:23]2[C:22]([CH2:12][C:3]3[C:4]4[C:9](=[CH:8][CH:7]=[CH:6][CH:5]=4)[CH:10]=[CH:11][C:2]=3[OH:1])=[N:21][CH:20]=[N:19][C:18]=2[S:17][C:16]=1[CH3:26]. (9) Given the reactants [CH3:1][NH:2][C:3]([C:5]1[CH:10]=[CH:9][C:8](B(O)O)=[CH:7][N:6]=1)=[O:4].Cl[C:15]1[N:20]=[N:19][C:18]([N:21]2[CH2:26][CH2:25][CH:24]([N:27]3[C:35]4[C:30](=[CH:31][CH:32]=[C:33]([F:36])[CH:34]=4)[CH2:29][CH2:28]3)[CH2:23][CH2:22]2)=[CH:17][CH:16]=1, predict the reaction product. The product is: [F:36][C:33]1[CH:34]=[C:35]2[C:30]([CH2:29][CH2:28][N:27]2[CH:24]2[CH2:25][CH2:26][N:21]([C:18]3[N:19]=[N:20][C:15]([C:8]4[CH:9]=[CH:10][C:5]([C:3]([NH:2][CH3:1])=[O:4])=[N:6][CH:7]=4)=[CH:16][CH:17]=3)[CH2:22][CH2:23]2)=[CH:31][CH:32]=1.